This data is from Full USPTO retrosynthesis dataset with 1.9M reactions from patents (1976-2016). The task is: Predict the reactants needed to synthesize the given product. (1) Given the product [CH3:1][O:2][C:3]1[CH:8]=[C:7]([O:9][CH3:10])[CH:6]=[CH:5][C:4]=1[C:11]1([CH3:27])[N:15]([CH3:28])[C:14](=[O:16])[N:13]([CH2:17][C:18](=[O:25])[C:19]2[CH:20]=[CH:21][CH:22]=[CH:23][CH:24]=2)[C:12]1=[O:26], predict the reactants needed to synthesize it. The reactants are: [CH3:1][O:2][C:3]1[CH:8]=[C:7]([O:9][CH3:10])[CH:6]=[CH:5][C:4]=1[C:11]1([CH3:27])[NH:15][C:14](=[O:16])[N:13]([CH2:17][C:18](=[O:25])[C:19]2[CH:24]=[CH:23][CH:22]=[CH:21][CH:20]=2)[C:12]1=[O:26].[CH3:28]I. (2) Given the product [C:23]1([S:20]([C:18]2[CH:17]=[CH:16][C:15]([Cl:29])=[C:14]([N:11]3[CH2:10][CH2:9][NH:8][CH2:13][CH2:12]3)[CH:19]=2)(=[O:22])=[O:21])[CH:24]=[CH:25][CH:26]=[CH:27][CH:28]=1, predict the reactants needed to synthesize it. The reactants are: C(OC([N:8]1[CH2:13][CH2:12][N:11]([C:14]2[CH:19]=[C:18]([S:20]([C:23]3[CH:28]=[CH:27][CH:26]=[CH:25][CH:24]=3)(=[O:22])=[O:21])[CH:17]=[CH:16][C:15]=2[Cl:29])[CH2:10][CH2:9]1)=O)(C)(C)C.